This data is from Reaction yield outcomes from USPTO patents with 853,638 reactions. The task is: Predict the reaction yield, written as a fraction of the theoretical maximum amount of product (1.0 means a 100% yield; for example, 0.34 means a 34% yield). (1) The reactants are [CH:1]1([N:6]2[CH2:11][CH2:10][N:9]([C:12]([C:14]3[CH:15]=[C:16]4[C:20](=[CH:21][CH:22]=3)[NH:19][C:18]([C:23](O)=[O:24])=[CH:17]4)=[O:13])[CH2:8][CH2:7]2)[CH2:5][CH2:4][CH2:3][CH2:2]1.C1(N2CCN(C(C3C=C4C(=CC=3)NC(C(N3CCS(=O)(=O)CC3)=O)=C4)=O)CC2)CCCC1.F[B-](F)(F)F.N1(OC(N(C)C)=[N+](C)C)C2C=CC=CC=2N=N1.[F:80][C:81]1[CH:87]=[CH:86][CH:85]=[CH:84][C:82]=1[NH2:83].C(N(CC)C(C)C)(C)C. The catalyst is CN(C)C=O. The product is [F:80][C:81]1[CH:87]=[CH:86][CH:85]=[CH:84][C:82]=1[NH:83][C:23]([C:18]1[NH:19][C:20]2[C:16]([CH:17]=1)=[CH:15][C:14]([C:12]([N:9]1[CH2:8][CH2:7][N:6]([CH:1]3[CH2:2][CH2:3][CH2:4][CH2:5]3)[CH2:11][CH2:10]1)=[O:13])=[CH:22][CH:21]=2)=[O:24]. The yield is 0.0600. (2) The reactants are C[Si](Cl)(C)C.[BH4-].[Li+].[NH2:8][CH:9]([CH2:13][C:14]([F:17])([F:16])[F:15])[C:10](O)=[O:11]. The catalyst is C1COCC1. The product is [NH2:8][CH:9]([CH2:13][C:14]([F:17])([F:16])[F:15])[CH2:10][OH:11]. The yield is 0.380. (3) The reactants are [Na].[C:2]([C:4]1[C:5]([S-:15])=[N:6][S:7][C:8]=1[NH:9][C:10]([O:12][CH2:13][CH3:14])=[O:11])#[N:3].I[CH2:17][CH2:18][CH2:19][CH2:20][CH3:21]. The catalyst is O1CCCC1. The product is [CH2:13]([O:12][C:10](=[O:11])[NH:9][C:8]1[S:7][N:6]=[C:5]([S:15][CH2:17][CH2:18][CH2:19][CH2:20][CH3:21])[C:4]=1[C:2]#[N:3])[CH3:14]. The yield is 0.420. (4) The reactants are [NH2:1][C:2]1[C:15]([Br:16])=[CH:14][C:5]2[C:6]([C:10]([NH:12][CH3:13])=[O:11])=[C:7]([I:9])[O:8][C:4]=2[CH:3]=1.[CH3:17][S:18](Cl)(=[O:20])=[O:19].O.O[Li].O. The catalyst is N1C=CC=CC=1. The product is [Br:16][C:15]1[C:2]([NH:1][S:18]([CH3:17])(=[O:20])=[O:19])=[CH:3][C:4]2[O:8][C:7]([I:9])=[C:6]([C:10]([NH:12][CH3:13])=[O:11])[C:5]=2[CH:14]=1. The yield is 0.600. (5) The reactants are Cl.Cl.Cl.Cl.Cl.[Cl:6][C:7]1[N:12]=[C:11]([N:13]2[CH2:17][CH2:16][CH:15]([N:18]([CH3:20])[CH3:19])[C:14]2([CH3:22])[CH3:21])[C:10]([F:23])=[C:9]([NH:24][NH2:25])[N:8]=1.[CH:26]1([CH2:31][C@H:32]([CH2:36][N:37]([CH:46]=[O:47])[O:38][CH2:39][C:40]2[CH:45]=[CH:44][CH:43]=[CH:42][CH:41]=2)[C:33](O)=[O:34])[CH2:30][CH2:29][CH2:28][CH2:27]1.CN1CCOCC1.ON1C2N=CC=CC=2N=N1.C(Cl)CCl. The catalyst is CN(C=O)C. The product is [Cl:6][C:7]1[N:8]=[C:9]([NH:24][NH:25][C:33](=[O:34])[C@H:32]([CH2:31][CH:26]2[CH2:27][CH2:28][CH2:29][CH2:30]2)[CH2:36][N:37]([O:38][CH2:39][C:40]2[CH:41]=[CH:42][CH:43]=[CH:44][CH:45]=2)[CH:46]=[O:47])[C:10]([F:23])=[C:11]([N:13]2[CH2:17][CH2:16][CH:15]([N:18]([CH3:20])[CH3:19])[C:14]2([CH3:21])[CH3:22])[N:12]=1. The yield is 0.420. (6) The reactants are C([O:3][C:4](=[O:20])[CH2:5][CH:6]1[O:10][B:9]([OH:11])[C:8]2[CH:12]=[C:13]([OH:19])[CH:14]=[C:15]([CH2:16][O:17][CH3:18])[C:7]1=2)C.[Li+].[OH-].Cl. The catalyst is C1COCC1.O. The product is [OH:11][B:9]1[C:8]2[CH:12]=[C:13]([OH:19])[CH:14]=[C:15]([CH2:16][O:17][CH3:18])[C:7]=2[CH:6]([CH2:5][C:4]([OH:20])=[O:3])[O:10]1. The yield is 0.710. (7) The reactants are Br[C:2]1[CH:3]=[N:4][N:5]2[CH:10]=[CH:9][C:8]([NH:11][CH2:12][C@@H:13]3[CH2:17][CH2:16][CH2:15][N:14]3[C:18]([O:20][C:21]([CH3:24])([CH3:23])[CH3:22])=[O:19])=[N:7][C:6]=12.[CH2:25]([C:27]1[CH:32]=[CH:31][CH:30]=[CH:29][C:28]=1B(O)O)[CH3:26]. No catalyst specified. The product is [CH2:25]([C:27]1[CH:32]=[CH:31][CH:30]=[CH:29][C:28]=1[C:2]1[CH:3]=[N:4][N:5]2[CH:10]=[CH:9][C:8]([NH:11][CH2:12][C@@H:13]3[CH2:17][CH2:16][CH2:15][N:14]3[C:18]([O:20][C:21]([CH3:24])([CH3:23])[CH3:22])=[O:19])=[N:7][C:6]=12)[CH3:26]. The yield is 0.770. (8) The reactants are C([O:4][CH2:5][CH:6]([O:27][CH2:28][CH2:29][CH2:30][CH2:31][CH2:32][CH2:33][CH2:34][CH2:35]/[CH:36]=[CH:37]\[CH2:38]/[CH:39]=[CH:40]\[CH2:41][CH2:42][CH2:43][CH2:44][CH3:45])[CH2:7][O:8][CH2:9][CH2:10][CH2:11][CH2:12][CH2:13][CH2:14][CH2:15][CH2:16]/[CH:17]=[CH:18]\[CH2:19]/[CH:20]=[CH:21]\[CH2:22][CH2:23][CH2:24][CH2:25][CH3:26])C=C.FC(F)(F)C(O)=O. The catalyst is C(O)C.C1C=CC([P]([Pd]([P](C2C=CC=CC=2)(C2C=CC=CC=2)C2C=CC=CC=2)([P](C2C=CC=CC=2)(C2C=CC=CC=2)C2C=CC=CC=2)[P](C2C=CC=CC=2)(C2C=CC=CC=2)C2C=CC=CC=2)(C2C=CC=CC=2)C2C=CC=CC=2)=CC=1. The product is [CH2:28]([O:27][CH:6]([CH2:7][O:8][CH2:9][CH2:10][CH2:11][CH2:12][CH2:13][CH2:14][CH2:15][CH2:16]/[CH:17]=[CH:18]\[CH2:19]/[CH:20]=[CH:21]\[CH2:22][CH2:23][CH2:24][CH2:25][CH3:26])[CH2:5][OH:4])[CH2:29][CH2:30][CH2:31][CH2:32][CH2:33][CH2:34][CH2:35]/[CH:36]=[CH:37]\[CH2:38]/[CH:39]=[CH:40]\[CH2:41][CH2:42][CH2:43][CH2:44][CH3:45]. The yield is 0.540.